Dataset: Catalyst prediction with 721,799 reactions and 888 catalyst types from USPTO. Task: Predict which catalyst facilitates the given reaction. (1) Reactant: C(OC(=O)[NH:7][CH2:8][CH2:9][O:10][CH2:11][CH2:12][O:13][CH2:14][CH2:15][O:16][CH2:17][CH2:18][O:19][CH2:20][CH2:21][C:22](=[O:66])[NH:23][CH2:24][CH2:25][N:26]1[CH2:31][CH2:30][N:29]([CH2:32]/[CH:33]=[CH:34]/[C:35](=[O:65])[N:36]2[CH2:41][CH2:40][CH:39]([N:42]3[C:50]4[C:49]([O:51][C:52]5[CH:57]=[CH:56][C:55]([O:58][C:59]6[CH:64]=[CH:63][CH:62]=[CH:61][CH:60]=6)=[CH:54][CH:53]=5)=[N:48][CH:47]=[N:46][C:45]=4[CH:44]=[CH:43]3)[CH2:38][CH2:37]2)[CH2:28][CH2:27]1)(C)(C)C.Cl.CO. Product: [NH2:7][CH2:8][CH2:9][O:10][CH2:11][CH2:12][O:13][CH2:14][CH2:15][O:16][CH2:17][CH2:18][O:19][CH2:20][CH2:21][C:22]([NH:23][CH2:24][CH2:25][N:26]1[CH2:27][CH2:28][N:29]([CH2:32]/[CH:33]=[CH:34]/[C:35](=[O:65])[N:36]2[CH2:41][CH2:40][CH:39]([N:42]3[C:50]4[C:49]([O:51][C:52]5[CH:53]=[CH:54][C:55]([O:58][C:59]6[CH:60]=[CH:61][CH:62]=[CH:63][CH:64]=6)=[CH:56][CH:57]=5)=[N:48][CH:47]=[N:46][C:45]=4[CH:44]=[CH:43]3)[CH2:38][CH2:37]2)[CH2:30][CH2:31]1)=[O:66]. The catalyst class is: 12. (2) Reactant: [C:1]([O:5][C:6]([NH:8][C@@H:9]1[CH2:12][C@H:11]([C:13]([OH:15])=O)[C:10]1([CH3:17])[CH3:16])=[O:7])([CH3:4])([CH3:3])[CH3:2].C1C=CC2N(O)N=NC=2C=1.Cl.[NH2:29][C@@H:30]([CH2:35][CH:36]([CH3:38])[CH3:37])[C:31]([O:33][CH3:34])=[O:32].CCN(CC)CC. Product: [C:1]([O:5][C:6]([NH:8][C@@H:9]1[CH2:12][C@H:11]([C:13]([NH:29][C@@H:30]([CH2:35][CH:36]([CH3:38])[CH3:37])[C:31]([O:33][CH3:34])=[O:32])=[O:15])[C:10]1([CH3:17])[CH3:16])=[O:7])([CH3:2])([CH3:3])[CH3:4]. The catalyst class is: 2. (3) Reactant: [NH2:1][C:2]1[CH2:3][N:4]([C:9]([O:11][C:12]([CH3:15])([CH3:14])[CH3:13])=[O:10])[CH2:5][C:6]=1[C:7]#[N:8].C(O)(=O)C.[CH:20](N)=[NH:21]. Product: [NH2:8][C:7]1[C:6]2[CH2:5][N:4]([C:9]([O:11][C:12]([CH3:15])([CH3:14])[CH3:13])=[O:10])[CH2:3][C:2]=2[N:1]=[CH:20][N:21]=1. The catalyst class is: 51.